Dataset: KCNQ2 potassium channel screen with 302,405 compounds. Task: Binary Classification. Given a drug SMILES string, predict its activity (active/inactive) in a high-throughput screening assay against a specified biological target. (1) The molecule is Clc1cc2c(CCC)cc(oc2cc1OCC(=O)NC(Cc1c2c([nH]c1)ccc(O)c2)C(O)=O)=O. The result is 0 (inactive). (2) The drug is O=C1C(/Cc2c1cccc2)=C/c1n(ccc1)C. The result is 0 (inactive).